This data is from Full USPTO retrosynthesis dataset with 1.9M reactions from patents (1976-2016). The task is: Predict the reactants needed to synthesize the given product. (1) Given the product [CH2:7]([C:6]1[CH:2]=[C:3]([CH2:9][CH2:10][C:11]2[CH:22]=[CH:21][N:14]3[C:15](=[O:20])[CH:16]=[C:17]([OH:19])[N:18]=[C:13]3[CH:12]=2)[S:4][CH:5]=1)[CH3:8], predict the reactants needed to synthesize it. The reactants are: Br[C:2]1[C:6]([CH2:7][CH3:8])=[CH:5][S:4][C:3]=1[CH2:9][CH2:10][C:11]1[CH:22]=[CH:21][N:14]2[C:15](=[O:20])[CH:16]=[C:17]([OH:19])[N:18]=[C:13]2[CH:12]=1.C([SnH](CCCC)CCCC)CCC.[F-].[K+]. (2) Given the product [S:10]([OH:14])([OH:13])(=[O:12])=[O:11].[NH2:8][C:3]1[CH:4]=[N:5][N:6]([CH3:7])[C:2]=1[NH2:1], predict the reactants needed to synthesize it. The reactants are: [NH2:1][C:2]1[N:6]([CH3:7])[N:5]=[CH:4][C:3]=1[N:8]=O.[S:10](=[O:14])(=[O:13])([OH:12])[OH:11]. (3) Given the product [Cl:24][C:5]1[C:6]([N:8]([CH3:23])[CH:9]2[CH2:14][CH2:13][N:12]([C:15]3[CH:22]=[CH:21][C:18]([C:19]#[N:20])=[CH:17][N:16]=3)[CH2:11][CH2:10]2)=[N:7][C:2]([NH:37][C:31]2[CH:32]=[CH:33][C:34]3[C:29]([CH:30]=2)=[N:28][N:27]([CH3:26])[C:35]=3[CH3:36])=[N:3][CH:4]=1, predict the reactants needed to synthesize it. The reactants are: Cl[C:2]1[N:7]=[C:6]([N:8]([CH3:23])[CH:9]2[CH2:14][CH2:13][N:12]([C:15]3[CH:22]=[CH:21][C:18]([C:19]#[N:20])=[CH:17][N:16]=3)[CH2:11][CH2:10]2)[C:5]([Cl:24])=[CH:4][N:3]=1.Cl.[CH3:26][N:27]1[C:35]([CH3:36])=[C:34]2[C:29]([CH:30]=[C:31]([NH2:37])[CH:32]=[CH:33]2)=[N:28]1.C1C=CC(P(C2C(C3C(P(C4C=CC=CC=4)C4C=CC=CC=4)=CC=C4C=3C=CC=C4)=C3C(C=CC=C3)=CC=2)C2C=CC=CC=2)=CC=1.C(=O)([O-])[O-].[Cs+].[Cs+]. (4) Given the product [C:24]([NH:28][S:29]([C:32]1[S:33][C:34]([C:2]2[N:3]=[C:4]([C:7]3[CH:12]=[C:11]([C:13]4[CH:18]=[CH:17][C:16]([C:19]([F:22])([F:21])[F:20])=[CH:15][CH:14]=4)[CH:10]=[C:9]([CH3:23])[N:8]=3)[S:5][CH:6]=2)=[CH:35][CH:36]=1)(=[O:30])=[O:31])([CH3:27])([CH3:25])[CH3:26], predict the reactants needed to synthesize it. The reactants are: Br[C:2]1[N:3]=[C:4]([C:7]2[CH:12]=[C:11]([C:13]3[CH:18]=[CH:17][C:16]([C:19]([F:22])([F:21])[F:20])=[CH:15][CH:14]=3)[CH:10]=[C:9]([CH3:23])[N:8]=2)[S:5][CH:6]=1.[C:24]([NH:28][S:29]([C:32]1[S:33][C:34](B2OC(C)(C)C(C)(C)O2)=[CH:35][CH:36]=1)(=[O:31])=[O:30])([CH3:27])([CH3:26])[CH3:25]. (5) Given the product [CH3:11][S:3][C:2]1[NH:4][C:5](=[O:6])[CH:7]=[CH:8][N:1]=1, predict the reactants needed to synthesize it. The reactants are: [NH:1]1[CH:8]=[CH:7][C:5](=[O:6])[NH:4][C:2]1=[S:3].[OH-].[Na+].[CH3:11]I. (6) Given the product [NH2:1][C:4]1[C:5]([NH:10][C:11]2[CH:12]=[CH:13][CH:14]=[CH:15][CH:16]=2)=[N:6][CH:7]=[CH:8][CH:9]=1, predict the reactants needed to synthesize it. The reactants are: [N+:1]([C:4]1[C:5]([NH:10][C:11]2[CH:16]=[CH:15][CH:14]=[CH:13][CH:12]=2)=[N:6][CH:7]=[CH:8][CH:9]=1)([O-])=O. (7) Given the product [Cl:19][CH:18]([Cl:20])[C:16]([N:15]1[C@H:12]([CH2:13][OH:14])[C@@H:11]([C:8]2[CH:7]=[CH:6][C:5]([S:2]([CH3:1])(=[O:3])=[O:4])=[CH:10][CH:9]=2)[O:21][C:24]1([CH3:26])[CH3:25])=[O:17], predict the reactants needed to synthesize it. The reactants are: [CH3:1][S:2]([C:5]1[CH:6]=[CH:7][C:8]([C@@H:11]([OH:21])[C@H:12]([NH:15][C:16]([CH:18]([Cl:20])[Cl:19])=[O:17])[CH2:13][OH:14])=[CH:9][CH:10]=1)(=[O:4])=[O:3].CO[C:24](OC)([CH3:26])[CH3:25].C1(C)C=CC(S(O)(=O)=O)=CC=1.